Dataset: Catalyst prediction with 721,799 reactions and 888 catalyst types from USPTO. Task: Predict which catalyst facilitates the given reaction. (1) Reactant: [Cl:1][C:2]1[CH:3]=[C:4]([C:8]([C:10]2[CH:14]=[C:13]([CH:15]3[O:19][CH2:18][CH2:17][O:16]3)[S:12][CH:11]=2)=O)[CH:5]=[CH:6][CH:7]=1.[CH3:20][C:21]([S:24]([NH2:26])=[O:25])([CH3:23])[CH3:22]. Product: [Cl:1][C:2]1[CH:3]=[C:4](/[C:8](/[C:10]2[CH:14]=[C:13]([CH:15]3[O:19][CH2:18][CH2:17][O:16]3)[S:12][CH:11]=2)=[N:26]\[S:24]([C:21]([CH3:23])([CH3:22])[CH3:20])=[O:25])[CH:5]=[CH:6][CH:7]=1. The catalyst class is: 220. (2) Reactant: C(O/[C:4](/[CH3:13])=[CH:5]/[C:6](=O)[C:7]([O:9][CH2:10][CH3:11])=[O:8])C.[C:14]([CH2:16][C:17]([NH2:19])=[O:18])#[N:15].C(=O)([O-])[O-].[K+].[K+]. Product: [C:14]([C:16]1[C:17](=[O:18])[NH:19][C:6]([C:7]([O:9][CH2:10][CH3:11])=[O:8])=[CH:5][C:4]=1[CH3:13])#[N:15]. The catalyst class is: 21. (3) Reactant: [Cl:1][C:2]1[N:3]=[N:4][C:5](Cl)=[CH:6][CH:7]=1.[C:9]([O:13][C:14]([N:16]1[CH2:23][CH:22]2[O:24][CH:18]([CH2:19][NH:20][CH2:21]2)[CH2:17]1)=[O:15])([CH3:12])([CH3:11])[CH3:10].C(N(CC)CC)C. Product: [C:9]([O:13][C:14]([N:16]1[CH2:17][CH:18]2[O:24][CH:22]([CH2:21][N:20]([C:5]3[N:4]=[N:3][C:2]([Cl:1])=[CH:7][CH:6]=3)[CH2:19]2)[CH2:23]1)=[O:15])([CH3:12])([CH3:10])[CH3:11]. The catalyst class is: 133. (4) Reactant: [CH3:1][N:2]([CH3:53])[C:3]1[CH:8]=[CH:7][C:6]([N:9]=[N:10][C:11]2[CH:52]=[CH:51][C:14]([C:15]([NH:17][CH2:18][CH:19]([CH2:24][CH2:25][C:26]([F:50])([F:49])[C:27]([F:48])([F:47])[C:28]([F:46])([F:45])[C:29]([F:44])([F:43])[C:30]([F:42])([F:41])[C:31]([F:40])([F:39])[C:32]([F:38])([F:37])[C:33]([F:36])([F:35])[F:34])[C:20]([O:22]C)=[O:21])=[O:16])=[CH:13][CH:12]=2)=[CH:5][CH:4]=1.[OH-].[Na+]. Product: [CH3:53][N:2]([CH3:1])[C:3]1[CH:8]=[CH:7][C:6]([N:9]=[N:10][C:11]2[CH:12]=[CH:13][C:14]([C:15]([NH:17][CH2:18][CH:19]([CH2:24][CH2:25][C:26]([F:50])([F:49])[C:27]([F:47])([F:48])[C:28]([F:45])([F:46])[C:29]([F:43])([F:44])[C:30]([F:41])([F:42])[C:31]([F:40])([F:39])[C:32]([F:38])([F:37])[C:33]([F:36])([F:35])[F:34])[C:20]([OH:22])=[O:21])=[O:16])=[CH:51][CH:52]=2)=[CH:5][CH:4]=1. The catalyst class is: 24.